From a dataset of Peptide-MHC class II binding affinity with 134,281 pairs from IEDB. Regression. Given a peptide amino acid sequence and an MHC pseudo amino acid sequence, predict their binding affinity value. This is MHC class II binding data. (1) The binding affinity (normalized) is 0.495. The peptide sequence is GELQIVDKIDWAFKI. The MHC is DRB1_1101 with pseudo-sequence DRB1_1101. (2) The peptide sequence is KGKSAWYVDTEIINE. The MHC is DRB1_0301 with pseudo-sequence DRB1_0301. The binding affinity (normalized) is 0.427.